Dataset: Reaction yield outcomes from USPTO patents with 853,638 reactions. Task: Predict the reaction yield, written as a fraction of the theoretical maximum amount of product (1.0 means a 100% yield; for example, 0.34 means a 34% yield). (1) The reactants are CC1(C)C(C)(C)OB([C:9]2[CH:10]=[N:11][N:12]([CH:14]3[CH2:19][CH2:18][N:17]([C:20]([O:22][C:23]([CH3:26])([CH3:25])[CH3:24])=[O:21])[CH2:16][CH2:15]3)[CH:13]=2)O1.Cl[C:29]1[CH:34]=[N:33][N:32]2[C:35]([C:38]3[CH:39]=[C:40]([NH:44][C:45]([NH:47][CH2:48][C:49]([F:52])([F:51])[F:50])=[O:46])[CH:41]=[CH:42][CH:43]=3)=[CH:36][N:37]=[C:31]2[CH:30]=1.C(=O)([O-])[O-].[Na+].[Na+]. The catalyst is O1CCOCC1.O.C(OCC)(=O)C.C1C=CC([P]([Pd]([P](C2C=CC=CC=2)(C2C=CC=CC=2)C2C=CC=CC=2)([P](C2C=CC=CC=2)(C2C=CC=CC=2)C2C=CC=CC=2)[P](C2C=CC=CC=2)(C2C=CC=CC=2)C2C=CC=CC=2)(C2C=CC=CC=2)C2C=CC=CC=2)=CC=1. The product is [F:52][C:49]([F:50])([F:51])[CH2:48][NH:47][C:45]([NH:44][C:40]1[CH:39]=[C:38]([C:35]2[N:32]3[N:33]=[CH:34][C:29]([C:9]4[CH:10]=[N:11][N:12]([CH:14]5[CH2:15][CH2:16][N:17]([C:20]([O:22][C:23]([CH3:24])([CH3:25])[CH3:26])=[O:21])[CH2:18][CH2:19]5)[CH:13]=4)=[CH:30][C:31]3=[N:37][CH:36]=2)[CH:43]=[CH:42][CH:41]=1)=[O:46]. The yield is 0.825. (2) The reactants are [CH3:1][N:2]([CH3:21])[C:3]1[CH:4]=[CH:5][C:6]2[C:15]3[NH:14][CH2:13][CH2:12][CH2:11][C:10]=3[C:9](=[O:16])[N:8](COC)[C:7]=2[CH:20]=1.[ClH:22]. The catalyst is C(O)C. The product is [ClH:22].[CH3:1][N:2]([CH3:21])[C:3]1[CH:4]=[CH:5][C:6]2[C:15]3[NH:14][CH2:13][CH2:12][CH2:11][C:10]=3[C:9](=[O:16])[NH:8][C:7]=2[CH:20]=1. The yield is 0.920. (3) The reactants are [NH:1]1[C:9]2[C:4](=[CH:5][CH:6]=[CH:7][CH:8]=2)[C:3]([CH2:10]N(C)C)=[CH:2]1.[C-:14]#[N:15].[Na+]. The catalyst is CS(C)=O.C(OCC)(=O)C. The product is [NH:1]1[C:9]2[C:4](=[CH:5][CH:6]=[CH:7][CH:8]=2)[C:3]([CH2:10][C:14]#[N:15])=[CH:2]1. The yield is 0.960. (4) The reactants are C([N:8]1[C:13](=[O:14])[C:12]([C:15]2[CH:20]=[CH:19][C:18]([F:21])=[CH:17][CH:16]=2)=[C:11]([C:22]2[CH:27]=[CH:26][C:25]([S:28]([NH2:31])(=[O:30])=[O:29])=[CH:24][CH:23]=2)[CH:10]=[N:9]1)C1C=CC=CC=1.[F:32][C:33]1[CH:40]=[C:39]([F:41])[CH:38]=[CH:37][C:34]=1[CH2:35]Br. No catalyst specified. The product is [F:32][C:33]1[CH:40]=[C:39]([F:41])[CH:38]=[CH:37][C:34]=1[CH2:35][N:8]1[C:13](=[O:14])[C:12]([C:15]2[CH:20]=[CH:19][C:18]([F:21])=[CH:17][CH:16]=2)=[C:11]([C:22]2[CH:27]=[CH:26][C:25]([S:28]([NH2:31])(=[O:30])=[O:29])=[CH:24][CH:23]=2)[CH:10]=[N:9]1. The yield is 0.240. (5) The reactants are FC1C=CC(CN)=CC=1.[F:10][C:11]1[CH:18]=[CH:17][CH:16]=[CH:15][C:12]=1[CH2:13][NH2:14].[CH2:19]([N:26]1[CH2:30][CH2:29][N:28]([C:31]2[S:32][C:33]([C:37](O)=[O:38])=[C:34]([CH3:36])[N:35]=2)[C:27]1=[O:40])[C:20]1[CH:25]=[CH:24][CH:23]=[CH:22][CH:21]=1. The yield is 0.440. The product is [CH2:19]([N:26]1[CH2:30][CH2:29][N:28]([C:31]2[S:32][C:33]([C:37]([NH:14][CH2:13][C:12]3[CH:15]=[CH:16][CH:17]=[CH:18][C:11]=3[F:10])=[O:38])=[C:34]([CH3:36])[N:35]=2)[C:27]1=[O:40])[C:20]1[CH:25]=[CH:24][CH:23]=[CH:22][CH:21]=1. No catalyst specified.